From a dataset of NCI-60 drug combinations with 297,098 pairs across 59 cell lines. Regression. Given two drug SMILES strings and cell line genomic features, predict the synergy score measuring deviation from expected non-interaction effect. (1) Drug 1: COC1=CC(=CC(=C1O)OC)C2C3C(COC3=O)C(C4=CC5=C(C=C24)OCO5)OC6C(C(C7C(O6)COC(O7)C8=CC=CS8)O)O. Drug 2: C1=NC2=C(N1)C(=S)N=C(N2)N. Cell line: HCT116. Synergy scores: CSS=43.5, Synergy_ZIP=-5.31, Synergy_Bliss=-6.32, Synergy_Loewe=-7.68, Synergy_HSA=-1.86. (2) Drug 1: C1=CC=C(C=C1)NC(=O)CCCCCCC(=O)NO. Drug 2: C1CCC(C(C1)N)N.C(=O)(C(=O)[O-])[O-].[Pt+4]. Cell line: CCRF-CEM. Synergy scores: CSS=67.0, Synergy_ZIP=-0.665, Synergy_Bliss=-0.605, Synergy_Loewe=-11.9, Synergy_HSA=3.00. (3) Drug 1: CN(C)N=NC1=C(NC=N1)C(=O)N. Drug 2: COC1=C2C(=CC3=C1OC=C3)C=CC(=O)O2. Cell line: KM12. Synergy scores: CSS=21.5, Synergy_ZIP=17.4, Synergy_Bliss=21.1, Synergy_Loewe=6.30, Synergy_HSA=7.52. (4) Drug 1: CC1=C(C=C(C=C1)C(=O)NC2=CC(=CC(=C2)C(F)(F)F)N3C=C(N=C3)C)NC4=NC=CC(=N4)C5=CN=CC=C5. Drug 2: CC12CCC3C(C1CCC2O)C(CC4=C3C=CC(=C4)O)CCCCCCCCCS(=O)CCCC(C(F)(F)F)(F)F. Cell line: M14. Synergy scores: CSS=-0.310, Synergy_ZIP=-1.48, Synergy_Bliss=-2.72, Synergy_Loewe=-5.48, Synergy_HSA=-3.37. (5) Drug 1: CN(CCCl)CCCl.Cl. Drug 2: CC(C)NC(=O)C1=CC=C(C=C1)CNNC.Cl. Cell line: HOP-92. Synergy scores: CSS=20.2, Synergy_ZIP=-10.0, Synergy_Bliss=1.37, Synergy_Loewe=-13.4, Synergy_HSA=1.61.